Task: Predict the reactants needed to synthesize the given product.. Dataset: Full USPTO retrosynthesis dataset with 1.9M reactions from patents (1976-2016) The reactants are: N#N.[NH:3]1[C:7]2[CH:8]=[CH:9][CH:10]=[CH:11][C:6]=2[N:5]=[C:4]1[CH:12]([NH2:24])[CH2:13][C:14]1[C:19]([F:20])=[CH:18][C:17]([O:21][CH3:22])=[CH:16][C:15]=1[F:23].[C:25](N1C=CN=C1)(N1C=CN=C1)=[O:26].O. Given the product [F:20][C:19]1[CH:18]=[C:17]([O:21][CH3:22])[CH:16]=[C:15]([F:23])[C:14]=1[CH2:13][CH:12]1[C:4]2=[N:5][C:6]3[CH:11]=[CH:10][CH:9]=[CH:8][C:7]=3[N:3]2[C:25](=[O:26])[NH:24]1, predict the reactants needed to synthesize it.